Dataset: Peptide-MHC class I binding affinity with 185,985 pairs from IEDB/IMGT. Task: Regression. Given a peptide amino acid sequence and an MHC pseudo amino acid sequence, predict their binding affinity value. This is MHC class I binding data. (1) The peptide sequence is LSEEANWAF. The MHC is HLA-A80:01 with pseudo-sequence HLA-A80:01. The binding affinity (normalized) is 0.213. (2) The peptide sequence is STDTRHIPQ. The MHC is HLA-A03:01 with pseudo-sequence HLA-A03:01. The binding affinity (normalized) is 0.0847. (3) The peptide sequence is VALAKTVQL. The MHC is H-2-Kb with pseudo-sequence H-2-Kb. The binding affinity (normalized) is 0.616. (4) The peptide sequence is MDGPKVKQW. The MHC is Mamu-A11 with pseudo-sequence Mamu-A11. The binding affinity (normalized) is 0. (5) The peptide sequence is VVMSQYGVV. The MHC is H-2-Kb with pseudo-sequence H-2-Kb. The binding affinity (normalized) is 0.428. (6) The peptide sequence is AHSKAETEA. The MHC is HLA-B39:01 with pseudo-sequence HLA-B39:01. The binding affinity (normalized) is 0.0847.